Dataset: CYP2C19 inhibition data for predicting drug metabolism from PubChem BioAssay. Task: Regression/Classification. Given a drug SMILES string, predict its absorption, distribution, metabolism, or excretion properties. Task type varies by dataset: regression for continuous measurements (e.g., permeability, clearance, half-life) or binary classification for categorical outcomes (e.g., BBB penetration, CYP inhibition). Dataset: cyp2c19_veith. (1) The drug is O=c1[nH]c(=O)n([C@@H]2C[C@H](O)[C@H](CO)O2)cc1I. The result is 0 (non-inhibitor). (2) The compound is COc1ccc2[nH]c(=O)c(CN(CCc3ccccc3)C(C)=O)cc2c1. The result is 1 (inhibitor). (3) The molecule is COc1ccc(NC(=O)CSc2ccc3c4c(cccc24)C(=O)c2ccccc2-3)cc1. The result is 1 (inhibitor).